This data is from Full USPTO retrosynthesis dataset with 1.9M reactions from patents (1976-2016). The task is: Predict the reactants needed to synthesize the given product. Given the product [Cl:1][C:2]1[N:3]=[C:4]([N:13]2[CH2:18][CH2:17][O:16][CH2:15][CH2:14]2)[C:5]2[CH:10]=[C:9]([CH2:11][NH:20][CH3:19])[S:8][C:6]=2[N:7]=1, predict the reactants needed to synthesize it. The reactants are: [Cl:1][C:2]1[N:3]=[C:4]([N:13]2[CH2:18][CH2:17][O:16][CH2:15][CH2:14]2)[C:5]2[CH:10]=[C:9]([CH:11]=O)[S:8][C:6]=2[N:7]=1.[CH3:19][NH2:20].